Dataset: Catalyst prediction with 721,799 reactions and 888 catalyst types from USPTO. Task: Predict which catalyst facilitates the given reaction. (1) Reactant: CS([O:5][CH2:6][C:7]1[CH:8]=[C:9]([CH:17]=[CH:18][CH:19]=1)[O:10][CH2:11][C:12]([O:14][CH2:15][CH3:16])=[O:13])(=O)=O.[F:20][C:21]1[CH:26]=[CH:25][C:24]([O:27][CH3:28])=[CH:23][C:22]=1[C:29]1[CH:34]=[CH:33][C:32](O)=[CH:31][C:30]=1[CH2:36][C:37]([CH3:40])([CH3:39])[CH3:38].C(=O)([O-])[O-].[K+].[K+].O. Product: [F:20][C:21]1[CH:26]=[CH:25][C:24]([O:27][CH3:28])=[CH:23][C:22]=1[C:29]1[CH:34]=[CH:33][C:32]([O:5][CH2:6][C:7]2[CH:8]=[C:9]([CH:17]=[CH:18][CH:19]=2)[O:10][CH2:11][C:12]([O:14][CH2:15][CH3:16])=[O:13])=[CH:31][C:30]=1[CH2:36][C:37]([CH3:40])([CH3:39])[CH3:38]. The catalyst class is: 3. (2) Reactant: CO[CH:3]([N:6]([CH3:8])[CH3:7])OC.[Br:9][C:10]1[S:14][C:13]([S:15]([NH2:18])(=[O:17])=[O:16])=[CH:12][CH:11]=1.[Cl-].[Na+]. Product: [CH3:7][N:6]([CH:3]=[N:18][S:15]([C:13]1[S:14][C:10]([Br:9])=[CH:11][CH:12]=1)(=[O:17])=[O:16])[CH3:8]. The catalyst class is: 3. (3) Reactant: O[C:2]1[C:15]2[C:14](=[O:16])[C:13]3[C:8](=[C:9](O)[CH:10]=[CH:11][C:12]=3[N+]([O-])=O)[C:7](=[O:21])[C:6]=2[C:5]([N+]([O-])=O)=[CH:4][CH:3]=1.C1(O)C=CC=CC=1. Product: [CH:9]1[C:8]2[C:7](=[O:21])[C:6]3[C:15](=[CH:2][CH:3]=[CH:4][CH:5]=3)[C:14](=[O:16])[C:13]=2[CH:12]=[CH:11][CH:10]=1. The catalyst class is: 65. (4) Reactant: [Cl:1][C:2]1[C:9]([CH3:10])=[C:8]([O:11][CH:12]2[CH2:17][CH2:16][NH:15][CH2:14][CH2:13]2)[CH:7]=[CH:6][C:3]=1[C:4]#[N:5].C(O)(=O)C.C(O[BH-](OC(=O)C)OC(=O)C)(=O)C.[Na+].[CH:36]1([CH:41]=O)[CH2:40][CH:39]=[CH:38][CH2:37]1. Product: [Cl:1][C:2]1[C:9]([CH3:10])=[C:8]([O:11][CH:12]2[CH2:17][CH2:16][N:15]([CH2:41][CH:36]3[CH2:40][CH:39]=[CH:38][CH2:37]3)[CH2:14][CH2:13]2)[CH:7]=[CH:6][C:3]=1[C:4]#[N:5]. The catalyst class is: 7. (5) Reactant: [N:1]12[CH2:8][CH2:7][CH:4]([CH2:5][CH2:6]1)[C@@H:3]([NH:9][C:10]([C:12]1[S:13][C:14]([C:17]3[CH:22]=[CH:21][CH:20]=[C:19]([CH:23]=[O:24])[CH:18]=3)=[CH:15][CH:16]=1)=[O:11])[CH2:2]2.[BH4-].[Na+]. Product: [N:1]12[CH2:6][CH2:5][CH:4]([CH2:7][CH2:8]1)[C@@H:3]([NH:9][C:10]([C:12]1[S:13][C:14]([C:17]3[CH:22]=[CH:21][CH:20]=[C:19]([CH2:23][OH:24])[CH:18]=3)=[CH:15][CH:16]=1)=[O:11])[CH2:2]2. The catalyst class is: 5. (6) Reactant: [CH3:1][N:2]1[C:6]([C:7]2[CH:12]=[CH:11][C:10]([N:13]3[CH2:18][CH2:17][O:16][CH2:15][CH2:14]3)=[CH:9][CH:8]=2)=[CH:5][N:4]=[C:3]1[C@@H:19]([NH2:27])[CH2:20][C:21]1[CH:26]=[CH:25][CH:24]=[CH:23][N:22]=1.[Cl:28][C:29]1[CH:40]=[CH:39][C:32]2[O:33][C:34](C(O)=O)=[CH:35][C:31]=2[CH:30]=1.ON1C2C=CC=CC=2N=N1.Cl.CN(C)CCCN=C=NCC.CN(C)[CH:65]=[O:66]. Product: [Cl:28][C:29]1[CH:40]=[CH:39][C:32]2[O:33][C:34]([N:27]([C@H:19]([C:3]3[N:2]([CH3:1])[C:6]([C:7]4[CH:8]=[CH:9][C:10]([N:13]5[CH2:14][CH2:15][O:16][CH2:17][CH2:18]5)=[CH:11][CH:12]=4)=[CH:5][N:4]=3)[CH2:20][C:21]3[CH:26]=[CH:25][CH:24]=[CH:23][N:22]=3)[CH:65]=[O:66])=[CH:35][C:31]=2[CH:30]=1. The catalyst class is: 6. (7) Reactant: [NH2:1][CH2:2][CH2:3][C:4]1[CH:5]=[C:6]([Cl:23])[C:7]([Cl:22])=[C:8]([CH2:10][N:11]([CH:19]2[CH2:21][CH2:20]2)[C:12](=[O:18])[O:13][C:14]([CH3:17])([CH3:16])[CH3:15])[CH:9]=1.CCN(C(C)C)C(C)C.Cl[C:34]([O:36][CH3:37])=[O:35]. Product: [CH:19]1([N:11]([CH2:10][C:8]2[CH:9]=[C:4]([CH2:3][CH2:2][NH:1][C:34]([O:36][CH3:37])=[O:35])[CH:5]=[C:6]([Cl:23])[C:7]=2[Cl:22])[C:12](=[O:18])[O:13][C:14]([CH3:17])([CH3:16])[CH3:15])[CH2:20][CH2:21]1. The catalyst class is: 363. (8) Reactant: OO.[CH3:3][O:4][C:5]1[C:6]([OH:11])=[N:7][CH:8]=[CH:9][CH:10]=1.S([O-])([O-])(=O)=S.[Na+].[Na+].[Br:19]Br.C(=O)([O-])[O-].[Na+].[Na+]. Product: [Br:19][C:8]1[N:7]=[C:6]([OH:11])[C:5]([O:4][CH3:3])=[CH:10][CH:9]=1. The catalyst class is: 201.